Dataset: Reaction yield outcomes from USPTO patents with 853,638 reactions. Task: Predict the reaction yield, written as a fraction of the theoretical maximum amount of product (1.0 means a 100% yield; for example, 0.34 means a 34% yield). (1) The reactants are S1[C:5]([CH:6]=O)=[CH:4][N:3]=[CH:2]1.[NH:8]1[CH:12]=[CH:11][CH:10]=[CH:9]1.[C:13](O)(C(F)(F)F)=O. The catalyst is C(Cl)Cl. The product is [CH:6]1[CH:5]=[C:4]([CH2:13][C:12]2[NH:8][CH:9]=[CH:10][CH:11]=2)[NH:3][CH:2]=1. The yield is 0.520. (2) The reactants are [Br:1][CH2:2][C:3]([C:5]1[CH:14]=[CH:13][CH:12]=[C:11]2[C:6]=1[N:7]=[C:8]([NH:16][C:17]([CH3:20])([CH3:19])[CH3:18])[C:9](F)=[N:10]2)=[O:4].C(NC1C([Cl:39])=NC2C(N=1)=C(C(=O)C)C=CC=2)(C)(C)C. No catalyst specified. The product is [Br:1][CH2:2][C:3]([C:5]1[CH:14]=[CH:13][CH:12]=[C:11]2[C:6]=1[N:7]=[C:8]([NH:16][C:17]([CH3:20])([CH3:19])[CH3:18])[C:9]([Cl:39])=[N:10]2)=[O:4]. The yield is 0.590. (3) No catalyst specified. The yield is 0.730. The reactants are [CH3:1][C:2]1[N:3]=[C:4]([NH:11][C:12](=[O:20])OC2C=CC=CC=2)[C:5]([O:9][CH3:10])=[N:6][C:7]=1[CH3:8].[CH:21]([C:24]1[CH:29]=[CH:28][CH:27]=[CH:26][C:25]=1[N:30]1[CH2:35][CH2:34][NH:33][CH2:32][CH2:31]1)([CH3:23])[CH3:22]. The product is [CH3:1][C:2]1[N:3]=[C:4]([NH:11][C:12]([N:33]2[CH2:34][CH2:35][N:30]([C:25]3[CH:26]=[CH:27][CH:28]=[CH:29][C:24]=3[CH:21]([CH3:23])[CH3:22])[CH2:31][CH2:32]2)=[O:20])[C:5]([O:9][CH3:10])=[N:6][C:7]=1[CH3:8]. (4) The reactants are [CH3:1][C:2]1[O:6][N:5]=[C:4]([C:7]2[CH:12]=[CH:11][CH:10]=[CH:9][CH:8]=2)[C:3]=1[C:13]([NH:15][NH2:16])=[O:14].[CH3:17][O:18][C:19]1[N:27]=[CH:26][CH:25]=[CH:24][C:20]=1[C:21](O)=O. No catalyst specified. The product is [CH3:17][O:18][C:19]1[C:20]([C:21]2[O:14][C:13]([C:3]3[C:4]([C:7]4[CH:12]=[CH:11][CH:10]=[CH:9][CH:8]=4)=[N:5][O:6][C:2]=3[CH3:1])=[N:15][N:16]=2)=[CH:24][CH:25]=[CH:26][N:27]=1. The yield is 0.530. (5) The reactants are [Cl:1][C:2]1[N:7]=[CH:6][C:5]([NH2:8])=[CH:4][CH:3]=1.CCN(CC)CC.[CH3:16][C:17]([O:20][C:21](O[C:21]([O:20][C:17]([CH3:19])([CH3:18])[CH3:16])=[O:22])=[O:22])([CH3:19])[CH3:18]. The catalyst is CN(C1C=CN=CC=1)C.C(Cl)Cl. The product is [Cl:1][C:2]1[N:7]=[CH:6][C:5]([NH:8][C:21](=[O:22])[O:20][C:17]([CH3:19])([CH3:18])[CH3:16])=[CH:4][CH:3]=1. The yield is 0.940.